From a dataset of Reaction yield outcomes from USPTO patents with 853,638 reactions. Predict the reaction yield, written as a fraction of the theoretical maximum amount of product (1.0 means a 100% yield; for example, 0.34 means a 34% yield). (1) The reactants are [O:1]=[C:2]1[NH:6][C@@H:5]([C:7]([O:9][CH2:10][CH3:11])=[O:8])[CH2:4][CH2:3]1.Br[C:13]1[CH:18]=[CH:17][CH:16]=[CH:15][CH:14]=1.C([O-])([O-])=O.[Cs+].[Cs+].C1(P(C2C=CC=CC=2)C2C3OC4C(=CC=CC=4P(C4C=CC=CC=4)C4C=CC=CC=4)C(C)(C)C=3C=CC=2)C=CC=CC=1. The catalyst is O1CCOCC1.C1C=CC(/C=C/C(/C=C/C2C=CC=CC=2)=O)=CC=1.C1C=CC(/C=C/C(/C=C/C2C=CC=CC=2)=O)=CC=1.C1C=CC(/C=C/C(/C=C/C2C=CC=CC=2)=O)=CC=1.[Pd].[Pd]. The product is [O:1]=[C:2]1[N:6]([C:13]2[CH:18]=[CH:17][CH:16]=[CH:15][CH:14]=2)[C@@H:5]([C:7]([O:9][CH2:10][CH3:11])=[O:8])[CH2:4][CH2:3]1. The yield is 0.170. (2) The reactants are [Cl:1][C:2]1[N:7]=[C:6]([NH2:8])[CH:5]=[C:4]([CH3:9])[CH:3]=1.CCN(CC)CC.[F:17][C:18]1([F:33])[O:22][C:21]2[CH:23]=[CH:24][C:25]([C:27]3([C:30](Cl)=[O:31])[CH2:29][CH2:28]3)=[CH:26][C:20]=2[O:19]1. The catalyst is ClCCl. The product is [Cl:1][C:2]1[N:7]=[C:6]([NH:8][C:30]([C:27]2([C:25]3[CH:24]=[CH:23][C:21]4[O:22][C:18]([F:33])([F:17])[O:19][C:20]=4[CH:26]=3)[CH2:29][CH2:28]2)=[O:31])[CH:5]=[C:4]([CH3:9])[CH:3]=1. The yield is 0.910. (3) No catalyst specified. The yield is 0.950. The product is [CH3:25][O:24][C:19]1[CH:20]=[CH:21][CH:22]=[C:23]2[C:18]=1[C:17]([CH2:26][NH:6][CH3:5])=[CH:16][N:15]2[CH3:14]. The reactants are BrC1C=C[C:5](NCC(OC)=O)=[N:6]C=1.[CH3:14][N:15]1[C:23]2[C:18](=[C:19]([O:24][CH3:25])[CH:20]=[CH:21][CH:22]=2)[C:17]([CH:26]=O)=[CH:16]1.CN1C2C(=CC=CC=2)C(C)=C1C=O.